From a dataset of Full USPTO retrosynthesis dataset with 1.9M reactions from patents (1976-2016). Predict the reactants needed to synthesize the given product. (1) Given the product [Br:22][CH2:23][CH2:24][O:21][C:18]1[CH:17]=[CH:16][C:15]([N:12]2[CH2:13][CH2:14][N:9]([C:7]([C:1]3[CH:2]=[CH:3][CH:4]=[CH:5][CH:6]=3)=[O:8])[CH2:10][CH2:11]2)=[CH:20][CH:19]=1, predict the reactants needed to synthesize it. The reactants are: [C:1]1([C:7]([N:9]2[CH2:14][CH2:13][N:12]([C:15]3[CH:20]=[CH:19][C:18]([OH:21])=[CH:17][CH:16]=3)[CH2:11][CH2:10]2)=[O:8])[CH:6]=[CH:5][CH:4]=[CH:3][CH:2]=1.[Br:22][CH2:23][CH2:24]Br.C(=O)([O-])[O-].[K+].[K+].[OH-].[Na+]. (2) Given the product [CH2:9]([N:8]1[C:7]2[CH:6]=[CH:5][C:4]([NH:16][C:17]3[CH:26]=[CH:25][C:24]([Cl:27])=[CH:23][C:18]=3[C:19]([O:21][CH3:22])=[O:20])=[CH:3][C:2]=2[NH:1][C:28]1=[O:29])[C:10]1[CH:11]=[CH:12][CH:13]=[CH:14][CH:15]=1, predict the reactants needed to synthesize it. The reactants are: [NH2:1][C:2]1[CH:3]=[C:4]([NH:16][C:17]2[CH:26]=[CH:25][C:24]([Cl:27])=[CH:23][C:18]=2[C:19]([O:21][CH3:22])=[O:20])[CH:5]=[CH:6][C:7]=1[NH:8][CH2:9][C:10]1[CH:15]=[CH:14][CH:13]=[CH:12][CH:11]=1.[C:28](N1C=CN=C1)(N1C=CN=C1)=[O:29].O.C(OCC)(=O)C.